From a dataset of Reaction yield outcomes from USPTO patents with 853,638 reactions. Predict the reaction yield, written as a fraction of the theoretical maximum amount of product (1.0 means a 100% yield; for example, 0.34 means a 34% yield). (1) The reactants are [N:1]([C:4]1[CH:5]=[N:6][CH:7]=[C:8]([CH:12]=1)[C:9]([NH2:11])=[O:10])=[N+]=[N-].[H][H]. The catalyst is CO.[Pd]. The product is [NH2:1][C:4]1[CH:5]=[N:6][CH:7]=[C:8]([CH:12]=1)[C:9]([NH2:11])=[O:10]. The yield is 0.360. (2) The yield is 0.670. The catalyst is CO.[Pd]. The product is [NH:8]1[CH:12]=[C:11]([CH2:13][CH2:14][C:15]([OH:17])=[O:16])[N:10]=[N:9]1. The reactants are C([N:8]1[CH:12]=[C:11]([CH2:13][CH2:14][C:15]([OH:17])=[O:16])[N:10]=[N:9]1)C1C=CC=CC=1.[H][H]. (3) The reactants are [Cl:1][C:2]1[CH:7]=[CH:6][C:5]([NH:8][NH2:9])=[C:4]([CH3:10])[CH:3]=1.[C:11]([O:16][CH2:17][CH3:18])(=[O:15])[C:12]([CH3:14])=O.C([O-])(O)=O.[Na+]. The catalyst is C(O)(=O)C. The product is [CH2:17]([O:16][C:11](=[O:15])[C:12](=[N:9][NH:8][C:5]1[CH:6]=[CH:7][C:2]([Cl:1])=[CH:3][C:4]=1[CH3:10])[CH3:14])[CH3:18]. The yield is 0.970. (4) The reactants are [F:1][C:2]([F:7])([F:6])[C:3]([OH:5])=[O:4].FC(F)(F)C(O)=O.[Cl:15][C:16]1[CH:17]=[N:18][C:19]2[NH:20][C:21]3[CH:22]=[CH:23][CH:24]=[C:25]([CH:47]=3)[CH2:26][CH2:27][C:28]3[CH:36]=[C:32]([NH:33][C:34]=1[N:35]=2)[CH:31]=[CH:30][C:29]=3[NH:37][C:38](=[O:46])[CH2:39][CH:40]1[CH2:45][CH2:44][NH:43][CH2:42][CH2:41]1.[CH3:48][CH:49]([S:51](Cl)(=[O:53])=[O:52])[CH3:50]. No catalyst specified. The product is [F:1][C:2]([F:7])([F:6])[C:3]([OH:5])=[O:4].[Cl:15][C:16]1[CH:17]=[N:18][C:19]2[NH:20][C:21]3[CH:22]=[CH:23][CH:24]=[C:25]([CH:47]=3)[CH2:26][CH2:27][C:28]3[CH:36]=[C:32]([NH:33][C:34]=1[N:35]=2)[CH:31]=[CH:30][C:29]=3[NH:37][C:38](=[O:46])[CH2:39][CH:40]1[CH2:45][CH2:44][N:43]([S:51]([CH:49]([CH3:50])[CH3:48])(=[O:53])=[O:52])[CH2:42][CH2:41]1. The yield is 0.270.